Dataset: Full USPTO retrosynthesis dataset with 1.9M reactions from patents (1976-2016). Task: Predict the reactants needed to synthesize the given product. Given the product [F:39][C:2]([F:1])([C:14]1[C:15]2[CH:36]=[CH:35][NH:34][C:16]=2[N:17]=[C:18]([NH:20][C:21]2[CH:22]=[CH:23][C:24]([N:27]3[CH2:28][CH2:29][N:30]([CH3:33])[CH2:31][CH2:32]3)=[CH:25][CH:26]=2)[N:19]=1)[C:3]1[CH:4]=[C:5]([NH:9][C:10](=[O:13])[CH:11]=[CH2:12])[CH:6]=[CH:7][CH:8]=1, predict the reactants needed to synthesize it. The reactants are: [F:1][C:2]([F:39])([C:14]1[C:15]2[CH:36]=[CH:35][N:34](CO)[C:16]=2[N:17]=[C:18]([NH:20][C:21]2[CH:26]=[CH:25][C:24]([N:27]3[CH2:32][CH2:31][N:30]([CH3:33])[CH2:29][CH2:28]3)=[CH:23][CH:22]=2)[N:19]=1)[C:3]1[CH:4]=[C:5]([NH:9][C:10](=[O:13])[CH:11]=[CH2:12])[CH:6]=[CH:7][CH:8]=1.N.